Dataset: Catalyst prediction with 721,799 reactions and 888 catalyst types from USPTO. Task: Predict which catalyst facilitates the given reaction. (1) Reactant: [CH3:1][C@@H:2]1[NH:7][CH2:6][CH2:5][N:4]([S:8]([C:11]2[CH:16]=[CH:15][C:14]([C:17]([F:20])([F:19])[F:18])=[CH:13][C:12]=2[CH3:21])(=[O:10])=[O:9])[CH2:3]1.[N:22]1[N:26]2[CH:27]=[CH:28][CH:29]=[N:30][C:25]2=[C:24]([C:31](O)=[O:32])[CH:23]=1.C1C=CC2N(O)N=NC=2C=1.CCN(C(C)C)C(C)C.CN(C(ON1N=NC2C=CC=CC1=2)=[N+](C)C)C.F[P-](F)(F)(F)(F)F. Product: [CH3:1][C@H:2]1[CH2:3][N:4]([S:8]([C:11]2[CH:16]=[CH:15][C:14]([C:17]([F:20])([F:18])[F:19])=[CH:13][C:12]=2[CH3:21])(=[O:9])=[O:10])[CH2:5][CH2:6][N:7]1[C:31]([C:24]1[CH:23]=[N:22][N:26]2[CH:27]=[CH:28][CH:29]=[N:30][C:25]=12)=[O:32]. The catalyst class is: 3. (2) Reactant: [CH3:1][C:2]([Si:5]([CH3:44])([CH3:43])[N:6]1[C:14]2[C:9](=[C:10]([C:15]3[CH:23]=[C:22]4[C:18]([CH:19]=[N:20][N:21]4[S:24]([C:27]4[CH:32]=[CH:31][CH:30]=[CH:29][CH:28]=4)(=[O:26])=[O:25])=[C:17]([C:33]4[O:34][C:35]([C:38](OCC)=[O:39])=[CH:36][N:37]=4)[CH:16]=3)[CH:11]=[CH:12][CH:13]=2)[CH:8]=[CH:7]1)([CH3:4])[CH3:3].ClC1C=C2C(C=NN2S(C2C=CC=CC=2)(=O)=O)=C(C2OC(C(OCC)=O)=CN=2)C=1.[H-].C([Al+]CC(C)C)C(C)C.[Cl-].[NH4+]. Product: [CH3:4][C:2]([Si:5]([CH3:44])([CH3:43])[N:6]1[C:14]2[C:9](=[C:10]([C:15]3[CH:23]=[C:22]4[C:18]([CH:19]=[N:20][N:21]4[S:24]([C:27]4[CH:32]=[CH:31][CH:30]=[CH:29][CH:28]=4)(=[O:26])=[O:25])=[C:17]([C:33]4[O:34][C:35]([CH2:38][OH:39])=[CH:36][N:37]=4)[CH:16]=3)[CH:11]=[CH:12][CH:13]=2)[CH:8]=[CH:7]1)([CH3:1])[CH3:3]. The catalyst class is: 4. (3) Reactant: O[CH:2]1[CH2:6][N:5]([C:7]([O:9][C:10]([CH3:13])([CH3:12])[CH3:11])=[O:8])[CH:4]([C:14]([O:16][CH3:17])=[O:15])[C:3]1([CH3:19])[CH3:18].CCN(S(F)(F)[F:26])CC. Product: [F:26][CH:2]1[CH2:6][N:5]([C:7]([O:9][C:10]([CH3:13])([CH3:12])[CH3:11])=[O:8])[CH:4]([C:14]([O:16][CH3:17])=[O:15])[C:3]1([CH3:19])[CH3:18]. The catalyst class is: 2. (4) Reactant: Br[CH2:2][C:3]1[C:8]([Cl:9])=[CH:7][CH:6]=[CH:5][C:4]=1[CH2:10][N:11]([CH2:14][CH3:15])[CH2:12][CH3:13].[CH3:16][C:17]1[N:22]=[C:21]([SH:23])[N:20]=[C:19]([OH:24])[CH:18]=1.C(N(CC)CC)C. Product: [Cl:9][C:8]1[CH:7]=[CH:6][CH:5]=[C:4]([CH2:10][N:11]([CH2:14][CH3:15])[CH2:12][CH3:13])[C:3]=1[CH2:2][S:23][C:21]1[N:20]=[C:19]([OH:24])[CH:18]=[C:17]([CH3:16])[N:22]=1. The catalyst class is: 8. (5) Product: [CH2:11]([O:10][C:8]([C:7]1[C:2]([NH:16][NH2:17])=[N:3][C:4]([S:13][CH3:14])=[N:5][CH:6]=1)=[O:9])[CH3:12]. The catalyst class is: 8. Reactant: Cl[C:2]1[C:7]([C:8]([O:10][CH2:11][CH3:12])=[O:9])=[CH:6][N:5]=[C:4]([S:13][CH3:14])[N:3]=1.O.[NH2:16][NH2:17]. (6) Reactant: [Cl:1][C:2]1[CH:3]=[C:4](B(O)O)[CH:5]=[CH:6][CH:7]=1.Cl[C:12]1[C:17]([CH2:18][OH:19])=[CH:16][CH:15]=[CH:14][N:13]=1.C(=O)(O)[O-].[Na+].O1CCOCC1. Product: [Cl:1][C:2]1[CH:3]=[C:4]([C:12]2[C:17]([CH2:18][OH:19])=[CH:16][CH:15]=[CH:14][N:13]=2)[CH:5]=[CH:6][CH:7]=1. The catalyst class is: 587. (7) Reactant: [CH3:1][C:2]([C:20]1[CH:25]=[CH:24][C:23]([C:26](=[N:28]O)[NH2:27])=[CH:22][CH:21]=1)([C:6]1[CH:11]=[CH:10][C:9]([O:12][CH2:13][C:14]2[CH:19]=[CH:18][CH:17]=[CH:16][N:15]=2)=[CH:8][N:7]=1)[CH:3]([CH3:5])[CH3:4].[C:30]([O:33][CH2:34][C:35](O)=[O:36])(=[O:32])[CH3:31].C(Cl)CCl.C1C=CC2N(O)N=NC=2C=1.C(=O)(O)[O-].[Na+]. Product: [C:30]([O:33][CH2:34][C:35](/[N:28]=[C:26](/[NH2:27])\[C:23]1[CH:22]=[CH:21][C:20]([C:2]([CH3:1])([C:6]2[CH:11]=[CH:10][C:9]([O:12][CH2:13][C:14]3[CH:19]=[CH:18][CH:17]=[CH:16][N:15]=3)=[CH:8][N:7]=2)[CH:3]([CH3:5])[CH3:4])=[CH:25][CH:24]=1)=[O:36])(=[O:32])[CH3:31]. The catalyst class is: 2. (8) Product: [N:1]1([C:13]2[CH:14]=[CH:15][C:16]([N+:18]([O-:20])=[O:19])=[CH:17][C:12]=2[C:11]([O:10][CH2:7][CH:8]=[CH2:9])=[O:22])[CH2:6][CH2:5][O:4][CH2:3][CH2:2]1. The catalyst class is: 10. Reactant: [NH:1]1[CH2:6][CH2:5][O:4][CH2:3][CH2:2]1.[CH2:7]([O:10][C:11](=[O:22])[C:12]1[CH:17]=[C:16]([N+:18]([O-:20])=[O:19])[CH:15]=[CH:14][C:13]=1F)[CH:8]=[CH2:9].